From a dataset of Full USPTO retrosynthesis dataset with 1.9M reactions from patents (1976-2016). Predict the reactants needed to synthesize the given product. (1) Given the product [CH3:12][O:13][C:14](=[O:31])[C@@H:15]([NH:30][C:4](=[O:6])[C:3]1[CH:7]=[C:8]([Cl:11])[CH:9]=[CH:10][C:2]=1[NH2:1])[CH2:16][C:17]1[CH:18]=[CH:19][C:20]([C:23]2[CH:28]=[CH:27][CH:26]=[C:25]([OH:29])[CH:24]=2)=[CH:21][CH:22]=1, predict the reactants needed to synthesize it. The reactants are: [NH2:1][C:2]1[CH:10]=[CH:9][C:8]([Cl:11])=[CH:7][C:3]=1[C:4]([OH:6])=O.[CH3:12][O:13][C:14](=[O:31])[C@@H:15]([NH2:30])[CH2:16][C:17]1[CH:22]=[CH:21][C:20]([C:23]2[CH:28]=[CH:27][CH:26]=[C:25]([OH:29])[CH:24]=2)=[CH:19][CH:18]=1.CN(C(ON1N=NC2C=CC=CC1=2)=[N+](C)C)C.F[P-](F)(F)(F)(F)F.CCN(C(C)C)C(C)C. (2) Given the product [CH2:1]([O:3][C:4]([N:6]1[CH2:7][CH2:8][CH:9]([C:12]2[C:20]3[C:15](=[CH:16][N:17]=[CH:18][CH:19]=3)[N:14]([CH2:27][C:24]3[S:23][C:22]([Cl:21])=[CH:26][CH:25]=3)[CH:13]=2)[CH2:10][CH2:11]1)=[O:5])[CH3:2], predict the reactants needed to synthesize it. The reactants are: [CH2:1]([O:3][C:4]([N:6]1[CH2:11][CH2:10][CH:9]([C:12]2[C:20]3[C:15](=[CH:16][N:17]=[CH:18][CH:19]=3)[NH:14][CH:13]=2)[CH2:8][CH2:7]1)=[O:5])[CH3:2].[Cl:21][C:22]1[S:23][C:24]([CH2:27]Cl)=[CH:25][CH:26]=1. (3) Given the product [F:15][C:2]([F:1])([F:14])[C:3]1[CH:4]=[CH:5][C:6]([C:9]2[N:10]=[CH:11][N:34]([C:17]3[CH:22]=[CH:21][C:20]([N+:23]([O-:25])=[O:24])=[CH:19][CH:18]=3)[CH:33]=2)=[CH:7][CH:8]=1, predict the reactants needed to synthesize it. The reactants are: [F:1][C:2]([F:15])([F:14])[C:3]1[CH:8]=[CH:7][C:6]([C:9]2[NH:10][CH:11]=CN=2)=[CH:5][CH:4]=1.F[C:17]1[CH:22]=[CH:21][C:20]([N+:23]([O-:25])=[O:24])=[CH:19][CH:18]=1.C(=O)([O-])[O-].[K+].[K+].O.[CH3:33][N:34](C=O)C. (4) Given the product [OH:2][C:3]1[CH:12]=[C:11]([OH:13])[CH:10]=[C:9]2[C:4]=1[N:5]=[C:6]([CH3:26])[C:7]1[N:8]2[C:15]([C:19]2[CH:24]=[CH:23][CH:22]=[CH:21][C:20]=2[CH3:25])=[N:16][C:17]=1[CH3:18], predict the reactants needed to synthesize it. The reactants are: C[O:2][C:3]1[CH:12]=[C:11]([O:13]C)[CH:10]=[C:9]2[C:4]=1[N:5]=[C:6]([CH3:26])[C:7]1[N:8]2[C:15]([C:19]2[CH:24]=[CH:23][CH:22]=[CH:21][C:20]=2[CH3:25])=[N:16][C:17]=1[CH3:18].B(Br)(Br)Br.C(=O)([O-])[O-].[K+].[K+]. (5) Given the product [N+:18]([C:15]1[CH:16]=[CH:17][C:2]([N:28]2[CH2:29][CH2:30][N:25]([CH:23]3[CH2:24][O:21][CH2:22]3)[CH2:26][CH2:27]2)=[C:3]([O:4][CH2:5][CH2:6][O:7][CH:8]2[CH2:13][CH2:12][CH2:11][CH2:10][O:9]2)[CH:14]=1)([O-:20])=[O:19], predict the reactants needed to synthesize it. The reactants are: F[C:2]1[CH:17]=[CH:16][C:15]([N+:18]([O-:20])=[O:19])=[CH:14][C:3]=1[O:4][CH2:5][CH2:6][O:7][CH:8]1[CH2:13][CH2:12][CH2:11][CH2:10][O:9]1.[O:21]1[CH2:24][CH:23]([N:25]2[CH2:30][CH2:29][NH:28][CH2:27][CH2:26]2)[CH2:22]1.C(=O)([O-])[O-].[K+].[K+]. (6) The reactants are: [C:1]([OH:5])(=[O:4])[CH2:2][CH3:3].[CH2:6](Cl)[CH2:7]Cl.C[CH:11]([OH:13])C. Given the product [C:1]([O:5][C:11](=[O:13])[CH2:6][CH3:7])(=[O:4])[CH2:2][CH3:3], predict the reactants needed to synthesize it. (7) Given the product [CH2:1]([C@H:5]1[C@@H:14]([NH2:15])[CH2:13][CH2:12][C:7]2([O:8][CH2:9][CH2:10][O:11]2)[CH2:6]1)[CH2:2][CH2:3][CH3:4], predict the reactants needed to synthesize it. The reactants are: [CH:1]([C@H:5]1[C@@H:14]([NH:15]C(=O)[O-])[CH2:13][CH2:12][C:7]2([O:11][CH2:10][CH2:9][O:8]2)[CH2:6]1)=[CH:2][CH2:3][CH3:4]. (8) Given the product [CH3:25][C:24]1[N:20]([C:17]2[CH:18]=[CH:19][C:14]([C:11]3[CH:10]=[CH:9][C:8]([C:5]4([C:3]([OH:4])=[O:2])[CH2:7][CH2:6]4)=[CH:13][CH:12]=3)=[CH:15][CH:16]=2)[N:21]=[N:22][C:23]=1[NH:26][C:27]([O:29][C@@H:30]([C:32]1[CH:37]=[CH:36][CH:35]=[CH:34][CH:33]=1)[CH3:31])=[O:28], predict the reactants needed to synthesize it. The reactants are: C[O:2][C:3]([C:5]1([C:8]2[CH:13]=[CH:12][C:11]([C:14]3[CH:19]=[CH:18][C:17]([N:20]4[C:24]([CH3:25])=[C:23]([NH:26][C:27]([O:29][C@@H:30]([C:32]5[CH:37]=[CH:36][CH:35]=[CH:34][CH:33]=5)[CH3:31])=[O:28])[N:22]=[N:21]4)=[CH:16][CH:15]=3)=[CH:10][CH:9]=2)[CH2:7][CH2:6]1)=[O:4].C1COCC1.[Li+].[OH-].Cl.